Dataset: Forward reaction prediction with 1.9M reactions from USPTO patents (1976-2016). Task: Predict the product of the given reaction. (1) Given the reactants [CH3:1][C:2]1[N:6]2[C:7]([C:24]3[CH:25]=[N:26][NH:27][CH:28]=3)=[CH:8][N:9]=[C:10]([NH:11][C:12]3[CH:17]=[CH:16][C:15]([N:18]4[CH2:23][CH2:22][O:21][CH2:20][CH2:19]4)=[CH:14][CH:13]=3)[C:5]2=[N:4][CH:3]=1.[CH:29](=O)CCC, predict the reaction product. The product is: [CH2:1]([C:2]1[N:6]2[C:7]([C:24]3[CH:25]=[N:26][NH:27][CH:28]=3)=[CH:8][N:9]=[C:10]([NH:11][C:12]3[CH:17]=[CH:16][C:15]([N:18]4[CH2:23][CH2:22][O:21][CH2:20][CH2:19]4)=[CH:14][CH:13]=3)[C:5]2=[N:4][CH:3]=1)[CH3:29]. (2) The product is: [Br:1][C:2]1[CH:8]=[CH:7][C:5]([N:6]2[C:19](=[O:18])[CH2:20][CH:15]([C:9]3[CH:14]=[CH:13][CH:12]=[CH:11][CH:10]=3)[C:16]2=[O:17])=[CH:4][CH:3]=1. Given the reactants [Br:1][C:2]1[CH:8]=[CH:7][C:5]([NH2:6])=[CH:4][CH:3]=1.[C:9]1([CH:15]2[CH2:20][C:19](=O)[O:18][C:16]2=[O:17])[CH:14]=[CH:13][CH:12]=[CH:11][CH:10]=1, predict the reaction product. (3) Given the reactants [OH:1][CH:2]([C:6]1[CH:11]=[CH:10][CH:9]=[C:8]([N+:12]([O-])=O)[CH:7]=1)[CH2:3][C:4]#[N:5], predict the reaction product. The product is: [NH2:12][C:8]1[CH:7]=[C:6]([CH:2]([OH:1])[CH2:3][C:4]#[N:5])[CH:11]=[CH:10][CH:9]=1. (4) Given the reactants [CH:1]([N:4]1[CH2:9][CH2:8][N:7]([C:10]([C:12]2[CH:13]=[C:14]3[C:18](=[CH:19][CH:20]=2)[NH:17][C:16]([C:21](O)=[O:22])=[CH:15]3)=[O:11])[CH2:6][CH2:5]1)([CH3:3])[CH3:2].Cl.F[B-](F)(F)F.N1(OC(N(C)C)=[N+](C)C)C2C=CC=CC=2N=N1.[F:47][CH:48]1[CH2:53][CH2:52][CH2:51][NH:50][CH2:49]1.C(N(CC)C(C)C)(C)C, predict the reaction product. The product is: [F:47][CH:48]1[CH2:53][CH2:52][CH2:51][N:50]([C:21]([C:16]2[NH:17][C:18]3[C:14]([CH:15]=2)=[CH:13][C:12]([C:10]([N:7]2[CH2:8][CH2:9][N:4]([CH:1]([CH3:2])[CH3:3])[CH2:5][CH2:6]2)=[O:11])=[CH:20][CH:19]=3)=[O:22])[CH2:49]1.